This data is from Full USPTO retrosynthesis dataset with 1.9M reactions from patents (1976-2016). The task is: Predict the reactants needed to synthesize the given product. Given the product [CH3:14][C:10]1[N:9]=[C:8]([N:15]2[CH2:20][CH2:19][CH:18]([CH2:21][CH2:22][CH2:23][CH:24]3[CH2:25][CH2:26][N:27]([C:30]([O:32][C:33]([CH3:36])([CH3:35])[CH3:34])=[O:31])[CH2:28][CH2:29]3)[CH2:17][CH2:16]2)[CH:13]=[CH:12][CH:11]=1, predict the reactants needed to synthesize it. The reactants are: CC(C)([O-])C.[Na+].Cl[C:8]1[CH:13]=[CH:12][CH:11]=[C:10]([CH3:14])[N:9]=1.[NH:15]1[CH2:20][CH2:19][CH:18]([CH2:21][CH2:22][CH2:23][CH:24]2[CH2:29][CH2:28][N:27]([C:30]([O:32][C:33]([CH3:36])([CH3:35])[CH3:34])=[O:31])[CH2:26][CH2:25]2)[CH2:17][CH2:16]1.